From a dataset of Reaction yield outcomes from USPTO patents with 853,638 reactions. Predict the reaction yield, written as a fraction of the theoretical maximum amount of product (1.0 means a 100% yield; for example, 0.34 means a 34% yield). (1) The catalyst is C(O)C. The reactants are [O:1]1[CH2:5][CH2:4][C@H:3]([O:6][C:7]2[CH:14]=[CH:13][C:10]([C:11]#[N:12])=[CH:9][C:8]=2[C:15]([F:18])([F:17])[F:16])[CH2:2]1.[NH2:19][OH:20]. The yield is 0.550. The product is [OH:20][NH:19][C:11](=[NH:12])[C:10]1[CH:13]=[CH:14][C:7]([O:6][C@H:3]2[CH2:4][CH2:5][O:1][CH2:2]2)=[C:8]([C:15]([F:18])([F:16])[F:17])[CH:9]=1. (2) The reactants are [Br:1][C:2]1[CH:9]=[CH:8][C:5]([CH:6]=[O:7])=[C:4](F)[CH:3]=1.[NH:11]1[CH2:16][CH2:15][O:14][CH2:13][CH2:12]1.C([O-])([O-])=O.[K+].[K+]. The catalyst is CN(C=O)C. The product is [Br:1][C:2]1[CH:9]=[CH:8][C:5]([CH:6]=[O:7])=[C:4]([N:11]2[CH2:16][CH2:15][O:14][CH2:13][CH2:12]2)[CH:3]=1. The yield is 0.750.